This data is from Forward reaction prediction with 1.9M reactions from USPTO patents (1976-2016). The task is: Predict the product of the given reaction. (1) The product is: [ClH:1].[CH2:25]([N:24]([CH3:23])[CH2:2][CH2:3][CH2:4][CH:5]1[O:10][C:9]2[CH:11]=[CH:12][CH:13]=[CH:14][C:8]=2[N:7]([C:15]2[CH:20]=[CH:19][CH:18]=[CH:17][CH:16]=2)[S:6]1(=[O:22])=[O:21])[C:26]1[CH:31]=[CH:30][CH:29]=[CH:28][CH:27]=1. Given the reactants [Cl:1][CH2:2][CH2:3][CH2:4][CH:5]1[O:10][C:9]2[CH:11]=[CH:12][CH:13]=[CH:14][C:8]=2[N:7]([C:15]2[CH:20]=[CH:19][CH:18]=[CH:17][CH:16]=2)[S:6]1(=[O:22])=[O:21].[CH3:23][NH:24][CH2:25][C:26]1[CH:31]=[CH:30][CH:29]=[CH:28][CH:27]=1, predict the reaction product. (2) Given the reactants [CH3:1][N:2]1[CH:6]=[CH:5][N:4]=[CH:3]1.[Br:7][CH2:8][CH2:9][CH2:10]Br.CC1NC=CN=1.BrC(Br)(C)C.N1C=CN=C1, predict the reaction product. The product is: [Br-:7].[Br:7][CH2:8][CH2:9][CH2:10][C:3]1[NH:4][CH:5]=[CH:6][N+:2]=1[CH3:1]. (3) Given the reactants [CH2:1]([O:8][C:9]([N:11]1[CH2:15][CH2:14][C@@H:13]([NH:16][C:17]([O:19][CH2:20][C:21]2[CH:26]=[CH:25][CH:24]=[CH:23][CH:22]=2)=[O:18])[C@H:12]1[CH2:27]OS(C1C=CC(C)=CC=1)(=O)=O)=[O:10])[C:2]1[CH:7]=[CH:6][CH:5]=[CH:4][CH:3]=1.[N-:39]=[N+:40]=[N-:41].[Na+], predict the reaction product. The product is: [CH2:1]([O:8][C:9]([N:11]1[CH2:15][CH2:14][C@@H:13]([NH:16][C:17]([O:19][CH2:20][C:21]2[CH:26]=[CH:25][CH:24]=[CH:23][CH:22]=2)=[O:18])[C@H:12]1[CH2:27][N:39]=[N+:40]=[N-:41])=[O:10])[C:2]1[CH:7]=[CH:6][CH:5]=[CH:4][CH:3]=1. (4) Given the reactants C([O-])=O.[NH4+].[CH2:5]([O:12][CH2:13][CH2:14][C@H:15]1[CH2:20][CH2:19][C@H:18]([C@H:21]2[CH2:25][CH2:24][CH2:23][N:22]2[C@@H](C2C=CC=CC=2)CO)[CH2:17][CH2:16]1)[C:6]1[CH:11]=[CH:10][CH:9]=[CH:8][CH:7]=1.C(OCC[C@H]1CC[C@H]([C@H]2CCCN2)CC1)C1C=CC=CC=1.[C:56]([OH:65])(=[O:64])[C@@H:57]([C@H:59]([C:61]([OH:63])=[O:62])[OH:60])[OH:58], predict the reaction product. The product is: [C:56]([OH:65])(=[O:64])[CH:57]([CH:59]([C:61]([OH:63])=[O:62])[OH:60])[OH:58].[CH2:5]([O:12][CH2:13][CH2:14][C@H:15]1[CH2:20][CH2:19][C@H:18]([C@H:21]2[CH2:25][CH2:24][CH2:23][NH:22]2)[CH2:17][CH2:16]1)[C:6]1[CH:11]=[CH:10][CH:9]=[CH:8][CH:7]=1. (5) Given the reactants [F:1][C:2]1[CH:3]=[C:4]([C@H:9]2[N:18]([CH2:19][C:20]([O:22]CC)=[O:21])[C:17](=[O:25])[C:12]3([CH2:16][CH2:15][CH2:14][CH2:13]3)[NH:11][CH2:10]2)[CH:5]=[C:6]([F:8])[CH:7]=1.[Li+:26].[OH-].Cl, predict the reaction product. The product is: [F:1][C:2]1[CH:3]=[C:4]([C@H:9]2[N:18]([CH2:19][C:20]([O-:22])=[O:21])[C:17](=[O:25])[C:12]3([CH2:16][CH2:15][CH2:14][CH2:13]3)[NH:11][CH2:10]2)[CH:5]=[C:6]([F:8])[CH:7]=1.[Li+:26].